This data is from Forward reaction prediction with 1.9M reactions from USPTO patents (1976-2016). The task is: Predict the product of the given reaction. The product is: [N:1]1[C:10]2[C:9](=[N:26][OH:27])[CH2:8][CH2:7][CH2:6][C:5]=2[CH:4]=[CH:3][CH:2]=1. Given the reactants [N:1]1[C:10]2[CH2:9][CH2:8][CH2:7][CH2:6][C:5]=2[CH:4]=[CH:3][CH:2]=1.C([N-]C(C)C)(C)C.[Li+].N#N.C([Li])CCC.[N:26](OCCC(C)C)=[O:27], predict the reaction product.